From a dataset of NCI-60 drug combinations with 297,098 pairs across 59 cell lines. Regression. Given two drug SMILES strings and cell line genomic features, predict the synergy score measuring deviation from expected non-interaction effect. (1) Drug 1: CCCCC(=O)OCC(=O)C1(CC(C2=C(C1)C(=C3C(=C2O)C(=O)C4=C(C3=O)C=CC=C4OC)O)OC5CC(C(C(O5)C)O)NC(=O)C(F)(F)F)O. Drug 2: B(C(CC(C)C)NC(=O)C(CC1=CC=CC=C1)NC(=O)C2=NC=CN=C2)(O)O. Cell line: MCF7. Synergy scores: CSS=36.3, Synergy_ZIP=-4.68, Synergy_Bliss=4.29, Synergy_Loewe=-8.32, Synergy_HSA=5.81. (2) Drug 1: CC1OCC2C(O1)C(C(C(O2)OC3C4COC(=O)C4C(C5=CC6=C(C=C35)OCO6)C7=CC(=C(C(=C7)OC)O)OC)O)O. Drug 2: CC(C1=C(C=CC(=C1Cl)F)Cl)OC2=C(N=CC(=C2)C3=CN(N=C3)C4CCNCC4)N. Cell line: SNB-75. Synergy scores: CSS=3.93, Synergy_ZIP=-5.04, Synergy_Bliss=-1.86, Synergy_Loewe=-4.11, Synergy_HSA=-2.11.